This data is from NCI-60 drug combinations with 297,098 pairs across 59 cell lines. The task is: Regression. Given two drug SMILES strings and cell line genomic features, predict the synergy score measuring deviation from expected non-interaction effect. Drug 1: COC1=CC(=CC(=C1O)OC)C2C3C(COC3=O)C(C4=CC5=C(C=C24)OCO5)OC6C(C(C7C(O6)COC(O7)C8=CC=CS8)O)O. Drug 2: CC1CCC2CC(C(=CC=CC=CC(CC(C(=O)C(C(C(=CC(C(=O)CC(OC(=O)C3CCCCN3C(=O)C(=O)C1(O2)O)C(C)CC4CCC(C(C4)OC)OCCO)C)C)O)OC)C)C)C)OC. Cell line: SF-295. Synergy scores: CSS=65.3, Synergy_ZIP=1.73, Synergy_Bliss=2.02, Synergy_Loewe=7.10, Synergy_HSA=8.25.